This data is from Reaction yield outcomes from USPTO patents with 853,638 reactions. The task is: Predict the reaction yield, written as a fraction of the theoretical maximum amount of product (1.0 means a 100% yield; for example, 0.34 means a 34% yield). The reactants are [NH2:1][C:2]1[O:6][N:5]=[C:4]([C:7]2[CH:12]=[CH:11][CH:10]=[C:9]([O:13][C:14]([F:17])([F:16])[F:15])[CH:8]=2)[C:3]=1[C:18]([OH:20])=O.Cl.C(N=C=NCCCN(C)C)C.[F:33][C:34]1[CH:39]=[CH:38][C:37]([N:40]2[CH2:45][CH2:44][NH:43][CH2:42][CH2:41]2)=[CH:36][CH:35]=1. The catalyst is ClCCl. The product is [NH2:1][C:2]1[O:6][N:5]=[C:4]([C:7]2[CH:12]=[CH:11][CH:10]=[C:9]([O:13][C:14]([F:15])([F:16])[F:17])[CH:8]=2)[C:3]=1[C:18]([N:43]1[CH2:42][CH2:41][N:40]([C:37]2[CH:36]=[CH:35][C:34]([F:33])=[CH:39][CH:38]=2)[CH2:45][CH2:44]1)=[O:20]. The yield is 0.730.